Dataset: Peptide-MHC class II binding affinity with 134,281 pairs from IEDB. Task: Regression. Given a peptide amino acid sequence and an MHC pseudo amino acid sequence, predict their binding affinity value. This is MHC class II binding data. (1) The peptide sequence is ELFVAAYVPYVAWLV. The MHC is DRB1_0101 with pseudo-sequence DRB1_0101. The binding affinity (normalized) is 0.941. (2) The peptide sequence is VCFWYIPPSLRTLED. The MHC is DRB1_1501 with pseudo-sequence DRB1_1501. The binding affinity (normalized) is 0.146. (3) The peptide sequence is ECEWPLTHTIGTSVE. The MHC is DRB1_0404 with pseudo-sequence DRB1_0404. The binding affinity (normalized) is 0. (4) The peptide sequence is IMRIKKLTITGKGTL. The MHC is HLA-DQA10101-DQB10501 with pseudo-sequence HLA-DQA10101-DQB10501. The binding affinity (normalized) is 0.